From a dataset of Forward reaction prediction with 1.9M reactions from USPTO patents (1976-2016). Predict the product of the given reaction. (1) Given the reactants [CH2:1]([N:8]1[CH2:13][CH2:12][N:11]([C:14]2[CH:19]=[CH:18][C:17]([NH2:20])=[CH:16][CH:15]=2)[CH2:10][CH2:9]1)[C:2]1[CH:7]=[CH:6][CH:5]=[CH:4][CH:3]=1.CCN(CC)CC.[C:28](O[C:28]([O:30][C:31]([CH3:34])([CH3:33])[CH3:32])=[O:29])([O:30][C:31]([CH3:34])([CH3:33])[CH3:32])=[O:29], predict the reaction product. The product is: [C:31]([O:30][C:28](=[O:29])[NH:20][C:17]1[CH:16]=[CH:15][C:14]([N:11]2[CH2:10][CH2:9][N:8]([CH2:1][C:2]3[CH:3]=[CH:4][CH:5]=[CH:6][CH:7]=3)[CH2:13][CH2:12]2)=[CH:19][CH:18]=1)([CH3:34])([CH3:33])[CH3:32]. (2) Given the reactants [CH:1]1([N:6]2[CH2:12][C:11]([F:14])([CH3:13])[C:10](=[O:15])[N:9]([CH3:16])[C:8]3[CH:17]=[N:18][C:19]([NH:21][C:22]4[CH:30]=[CH:29][C:25]([C:26](O)=[O:27])=[CH:24][C:23]=4[O:31][CH3:32])=[N:20][C:7]2=3)[CH2:5][CH2:4][CH2:3][CH2:2]1.[CH3:33][N:34]1[CH2:39][CH2:38][CH:37]([NH2:40])[CH2:36][CH2:35]1.CN(C(ON1N=NC2C=CC=NC1=2)=[N+](C)C)C.F[P-](F)(F)(F)(F)F, predict the reaction product. The product is: [CH:1]1([N:6]2[CH2:12][C:11]([F:14])([CH3:13])[C:10](=[O:15])[N:9]([CH3:16])[C:8]3[CH:17]=[N:18][C:19]([NH:21][C:22]4[CH:30]=[CH:29][C:25]([C:26]([NH:40][CH:37]5[CH2:38][CH2:39][N:34]([CH3:33])[CH2:35][CH2:36]5)=[O:27])=[CH:24][C:23]=4[O:31][CH3:32])=[N:20][C:7]2=3)[CH2:2][CH2:3][CH2:4][CH2:5]1. (3) The product is: [CH2:22]([O:23][C:24]1[CH:29]=[CH:28][CH:27]=[CH:26][C:25]=1[N:30]1[C:13](=[O:15])[C:3]2[CH:4]=[N:5][N:6]([C:7]3[CH:8]=[CH:9][CH:10]=[CH:11][CH:12]=3)[C:2]=2[N:1]=[C:36]1[CH2:37][N:32]1[CH2:18][CH2:17][NH:35][CH2:34][CH2:33]1)[CH3:21]. Given the reactants [NH2:1][C:2]1[N:6]([C:7]2[CH:12]=[CH:11][CH:10]=[CH:9][CH:8]=2)[N:5]=[CH:4][C:3]=1[C:13]([OH:15])=O.Cl[CH2:17][C:18](Cl)=O.[CH3:21][CH2:22][O:23][C:24]1[C:25]([NH2:30])=[CH:26][CH:27]=[CH:28][CH:29]=1.[Cl-].[NH:32]1[CH2:37][CH2:36][NH:35][CH2:34][CH2:33]1, predict the reaction product. (4) Given the reactants C[Si]([N-][Si](C)(C)C)(C)C.[Li+].C1(C)C=CC=CC=1.[OH:18][C@:19]1([C:47]([F:50])([F:49])[F:48])[CH2:35][C:24]2[N:25]([CH3:34])[N:26]=[C:27]([C:28]3[CH:33]=[CH:32][CH:31]=[CH:30][N:29]=3)[C:23]=2[C@@H:22]([C:36]2[CH:45]=[CH:44][C:39]([C:40]([O:42]C)=O)=[CH:38][C:37]=2[CH3:46])[CH2:21][CH2:20]1.[CH3:51][C:52]1[C:57]([NH2:58])=[CH:56][CH:55]=[CH:54][N:53]=1, predict the reaction product. The product is: [OH:18][C@:19]1([C:47]([F:49])([F:48])[F:50])[CH2:35][C:24]2[N:25]([CH3:34])[N:26]=[C:27]([C:28]3[CH:33]=[CH:32][CH:31]=[CH:30][N:29]=3)[C:23]=2[C@@H:22]([C:36]2[CH:45]=[CH:44][C:39]([C:40]([NH:58][C:57]3[C:52]([CH3:51])=[N:53][CH:54]=[CH:55][CH:56]=3)=[O:42])=[CH:38][C:37]=2[CH3:46])[CH2:21][CH2:20]1. (5) Given the reactants Br[C:2]1[C:29]([Cl:30])=[CH:28][C:5]([O:6][C:7]2[CH:12]=[CH:11][N:10]=[CH:9][C:8]=2[C:13]([N:15]2[C:24]3[C:19](=[CH:20][CH:21]=[CH:22][CH:23]=3)[N:18]([CH:25]3[CH2:27][CH2:26]3)[CH2:17][CH2:16]2)=[O:14])=[C:4]([Cl:31])[CH:3]=1.C([O:35]B(OC(C)C)OC(C)C)(C)C.C([Li])CCC.C(=O)=O.C(O)(=O)C.OO, predict the reaction product. The product is: [CH:25]1([N:18]2[C:19]3[C:24](=[CH:23][CH:22]=[CH:21][CH:20]=3)[N:15]([C:13]([C:8]3[CH:9]=[N:10][CH:11]=[CH:12][C:7]=3[O:6][C:5]3[CH:28]=[C:29]([Cl:30])[C:2]([OH:35])=[CH:3][C:4]=3[Cl:31])=[O:14])[CH2:16][CH2:17]2)[CH2:27][CH2:26]1. (6) Given the reactants C(O[CH2:7][CH2:8][S:9]([C:12]1[CH:17]=[CH:16][C:15](Br)=[CH:14][CH:13]=1)(=[O:11])=[O:10])(=O)C(C)C.[CH3:19][C@@H:20]1[CH2:24][CH2:23][CH2:22][N:21]1[CH2:25][CH2:26][C:27]1[CH:32]=[CH:31][C:30](B(O)O)=[CH:29][CH:28]=1.C(=O)([O-])[O-].[Na+].[Na+].C(O)C, predict the reaction product. The product is: [CH:8]([S:9]([C:12]1[CH:13]=[CH:14][C:15]([C:30]2[CH:29]=[CH:28][C:27]([CH2:26][CH2:25][N:21]3[CH2:22][CH2:23][CH2:24][C@H:20]3[CH3:19])=[CH:32][CH:31]=2)=[CH:16][CH:17]=1)(=[O:10])=[O:11])=[CH2:7]. (7) Given the reactants [NH2:1][C@@H:2]([CH2:7][C:8]#[C:9][C:10]1[CH:15]=[CH:14][C:13]([O:16][CH2:17][C:18]2[CH:23]=[CH:22][CH:21]=[CH:20][C:19]=2[F:24])=[CH:12][N:11]=1)[C:3]([O:5][CH3:6])=[O:4], predict the reaction product. The product is: [F:24][C:19]1[CH:20]=[CH:21][CH:22]=[CH:23][C:18]=1[CH2:17][O:16][C:13]1[CH:14]=[CH:15][C:10]([C:9]2[CH2:8][CH2:7][C@@H:2]([C:3]([O:5][CH3:6])=[O:4])[N:1]=2)=[N:11][CH:12]=1.